This data is from Reaction yield outcomes from USPTO patents with 853,638 reactions. The task is: Predict the reaction yield, written as a fraction of the theoretical maximum amount of product (1.0 means a 100% yield; for example, 0.34 means a 34% yield). (1) The reactants are Br[C:2]1[N:3]([CH:17]([CH3:19])[CH3:18])[C:4]2[CH:5]=[C:6]([Cl:16])[CH:7]=[C:8]([C:12]([O:14][CH3:15])=[O:13])[C:9]=2[C:10]=1[CH3:11].[CH3:20]B1OB(C)OB(C)O1.C(=O)([O-])[O-].[K+].[K+]. The catalyst is O1CCOCC1.C1C=CC([P]([Pd]([P](C2C=CC=CC=2)(C2C=CC=CC=2)C2C=CC=CC=2)([P](C2C=CC=CC=2)(C2C=CC=CC=2)C2C=CC=CC=2)[P](C2C=CC=CC=2)(C2C=CC=CC=2)C2C=CC=CC=2)(C2C=CC=CC=2)C2C=CC=CC=2)=CC=1. The product is [Cl:16][C:6]1[CH:7]=[C:8]([C:12]([O:14][CH3:15])=[O:13])[C:9]2[C:10]([CH3:11])=[C:2]([CH3:20])[N:3]([CH:17]([CH3:19])[CH3:18])[C:4]=2[CH:5]=1. The yield is 0.810. (2) The reactants are [Cl:1][C:2]1[CH:3]=[CH:4][C:5](I)=[C:6]([CH:12]=1)[C:7]([O:9][CH2:10][CH3:11])=[O:8].C(COC)OC.[C:20]1(B(O)O)[CH:25]=[CH:24][CH:23]=[CH:22][CH:21]=1.C([O-])([O-])=O.[K+].[K+]. The catalyst is C1C=CC([P]([Pd]([P](C2C=CC=CC=2)(C2C=CC=CC=2)C2C=CC=CC=2)([P](C2C=CC=CC=2)(C2C=CC=CC=2)C2C=CC=CC=2)[P](C2C=CC=CC=2)(C2C=CC=CC=2)C2C=CC=CC=2)(C2C=CC=CC=2)C2C=CC=CC=2)=CC=1.O. The product is [Cl:1][C:2]1[CH:3]=[CH:4][C:5]([C:20]2[CH:25]=[CH:24][CH:23]=[CH:22][CH:21]=2)=[C:6]([CH:12]=1)[C:7]([O:9][CH2:10][CH3:11])=[O:8]. The yield is 0.910. (3) The reactants are [Cl:1][C:2]1[CH:3]=[C:4]([C:8]2[C:13]([O:14][CH3:15])=[CH:12][CH:11]=[C:10]([CH2:16][OH:17])[C:9]=2[F:18])[CH:5]=[CH:6][CH:7]=1.N1C=CC=CC=1.Cl[C:26]([O:28][CH3:29])=[O:27]. The catalyst is O1CCCC1. The product is [CH3:29][O:28][C:26](=[O:27])[O:17][CH2:16][C:10]1[C:9]([F:18])=[C:8]([C:4]2[CH:5]=[CH:6][CH:7]=[C:2]([Cl:1])[CH:3]=2)[C:13]([O:14][CH3:15])=[CH:12][CH:11]=1. The yield is 1.00.